This data is from Full USPTO retrosynthesis dataset with 1.9M reactions from patents (1976-2016). The task is: Predict the reactants needed to synthesize the given product. Given the product [N+:1]([C:4]1[CH:5]=[CH:6][C:7]([C:10]2[CH:11]=[CH:12][C:13]([C:37]3[CH2:42][CH2:41][C:40]([C:43]([O:45][CH2:46][CH3:47])=[O:44])([C:48]([O:50][CH2:51][CH3:52])=[O:49])[CH2:39][CH:38]=3)=[CH:14][CH:15]=2)=[N:8][CH:9]=1)([O-:3])=[O:2], predict the reactants needed to synthesize it. The reactants are: [N+:1]([C:4]1[CH:5]=[CH:6][C:7]([C:10]2[CH:15]=[CH:14][C:13](B3OC(C)(C)C(C)(C)O3)=[CH:12][CH:11]=2)=[N:8][CH:9]=1)([O-:3])=[O:2].C(=O)([O-])[O-].[K+].[K+].FC(F)(F)S(O[C:37]1[CH2:42][CH2:41][C:40]([C:48]([O:50][CH2:51][CH3:52])=[O:49])([C:43]([O:45][CH2:46][CH3:47])=[O:44])[CH2:39][CH:38]=1)(=O)=O.